Dataset: Full USPTO retrosynthesis dataset with 1.9M reactions from patents (1976-2016). Task: Predict the reactants needed to synthesize the given product. Given the product [Br:1][C:2]1[CH:3]=[CH:4][C:5]2[S:9][C:8]([CH2:10][CH2:11][N:16]3[CH2:17][CH2:18][CH2:24][C@H:19]3[CH3:20])=[N:7][C:6]=2[CH:13]=1, predict the reactants needed to synthesize it. The reactants are: [Br:1][C:2]1[CH:3]=[CH:4][C:5]2[S:9][C:8]([CH2:10][CH2:11]O)=[N:7][C:6]=2[CH:13]=1.C([N:16]([CH2:19][CH3:20])[CH2:17][CH3:18])C.S(Cl)([CH3:24])(=O)=O.C(#N)C.